The task is: Predict the reactants needed to synthesize the given product.. This data is from Full USPTO retrosynthesis dataset with 1.9M reactions from patents (1976-2016). (1) Given the product [NH2:7][C:8]1([C:11]([N:13]2[CH2:16][CH:15]([C:17]3[CH:38]=[CH:37][C:20]4[C:21]5[N:22]=[C:23]([C:29]6[N:30]([CH:34]([CH3:36])[CH3:35])[N:31]=[CH:32][N:33]=6)[S:24][C:25]=5[CH2:26][CH2:27][O:28][C:19]=4[CH:18]=3)[CH2:14]2)=[O:12])[CH2:9][CH2:10]1, predict the reactants needed to synthesize it. The reactants are: C(OC(=O)[NH:7][C:8]1([C:11]([N:13]2[CH2:16][CH:15]([C:17]3[CH:38]=[CH:37][C:20]4[C:21]5[N:22]=[C:23]([C:29]6[N:30]([CH:34]([CH3:36])[CH3:35])[N:31]=[CH:32][N:33]=6)[S:24][C:25]=5[CH2:26][CH2:27][O:28][C:19]=4[CH:18]=3)[CH2:14]2)=[O:12])[CH2:10][CH2:9]1)(C)(C)C.Cl.O1CCOCC1. (2) The reactants are: [CH2:1]([CH:3]([NH:6][C:7]1[CH:12]=[C:11]([CH3:13])[N:10]=[C:9]([O:14][C:15]2[C:20]([CH3:21])=[CH:19][C:18]([CH2:22][OH:23])=[CH:17][C:16]=2[CH3:24])[C:8]=1[CH3:25])[CH2:4][CH3:5])[CH3:2].[OH-].[Na+].[CH2:28]1COCC1. Given the product [CH2:1]([CH:3]([NH:6][C:7]1[CH:12]=[C:11]([CH3:13])[N:10]=[C:9]([O:14][C:15]2[C:16]([CH3:24])=[CH:17][C:18]([CH2:22][O:23][CH3:28])=[CH:19][C:20]=2[CH3:21])[C:8]=1[CH3:25])[CH2:4][CH3:5])[CH3:2], predict the reactants needed to synthesize it. (3) Given the product [CH2:14]([S:12][C:6]1[N:7]([CH2:8][CH:9]([CH3:10])[CH3:11])[C:3]([CH2:2][OH:1])=[N:4][N:5]=1)[CH3:15], predict the reactants needed to synthesize it. The reactants are: [OH:1][CH2:2][C:3]1[N:7]([CH2:8][CH:9]([CH3:11])[CH3:10])[C:6]([SH:12])=[N:5][N:4]=1.I[CH2:14][CH3:15].C(N(CC)CC)C. (4) Given the product [Si:1]([O:8][CH2:9][C:10]1[N:15]=[C:14]([NH:16][C:17]2[S:18][C:19]([Cl:22])=[CH:20][N:21]=2)[CH:13]=[CH:12][CH:11]=1)([C:4]([CH3:7])([CH3:5])[CH3:6])([CH3:2])[CH3:3], predict the reactants needed to synthesize it. The reactants are: [Si:1]([O:8][CH2:9][C:10]1[N:15]=[C:14]([NH:16][C:17]2[S:18][CH:19]=[CH:20][N:21]=2)[CH:13]=[CH:12][CH:11]=1)([C:4]([CH3:7])([CH3:6])[CH3:5])([CH3:3])[CH3:2].[Cl:22]N1C(=O)CCC1=O. (5) Given the product [CH2:1]([O:8][C:9](=[O:14])[C@H:10]([CH2:12][OH:13])[NH:11][C:31](=[O:32])[CH2:30][C@H:29]([O:28][C:15](=[O:27])[CH2:16][CH2:17][CH2:18][CH2:19][CH2:20][CH2:21][CH2:22][CH2:23][CH2:24][CH2:25][CH3:26])[CH2:34][CH2:35][CH2:36][CH2:37][CH2:38][CH2:39][CH2:40][CH2:41][CH2:42][CH2:43][CH3:44])[C:2]1[CH:7]=[CH:6][CH:5]=[CH:4][CH:3]=1, predict the reactants needed to synthesize it. The reactants are: [CH2:1]([O:8][C:9](=[O:14])[C@H:10]([CH2:12][OH:13])[NH2:11])[C:2]1[CH:7]=[CH:6][CH:5]=[CH:4][CH:3]=1.[C:15]([O:28][C@H:29]([CH2:34][CH2:35][CH2:36][CH2:37][CH2:38][CH2:39][CH2:40][CH2:41][CH2:42][CH2:43][CH3:44])[CH2:30][C:31](O)=[O:32])(=[O:27])[CH2:16][CH2:17][CH2:18][CH2:19][CH2:20][CH2:21][CH2:22][CH2:23][CH2:24][CH2:25][CH3:26].C(Cl)CCl.CI.